This data is from Forward reaction prediction with 1.9M reactions from USPTO patents (1976-2016). The task is: Predict the product of the given reaction. (1) Given the reactants NC1CCCCC1N.[Cl:9][C:10]1[C:11]([NH:24][CH:25]2[CH2:27][CH2:26]2)=[N:12][C:13]([NH:16][C:17]2[CH:22]=[CH:21][CH:20]=[C:19](I)[CH:18]=2)=[N:14][CH:15]=1.[CH2:28]([O:30][CH:31]1[NH:35][C:34](=[O:36])[CH2:33][CH2:32]1)[CH3:29].C(=O)([O-])[O-].[Cs+].[Cs+], predict the reaction product. The product is: [Cl:9][C:10]1[C:11]([NH:24][CH:25]2[CH2:27][CH2:26]2)=[N:12][C:13]([NH:16][C:17]2[CH:18]=[C:19]([N:35]3[CH:31]([O:30][CH2:28][CH3:29])[CH2:32][CH2:33][C:34]3=[O:36])[CH:20]=[CH:21][CH:22]=2)=[N:14][CH:15]=1. (2) Given the reactants [CH2:1]([N:3]([CH2:33][CH3:34])[CH2:4][CH2:5][CH2:6]/[CH:7]=[CH:8]\[C:9]1[CH:14]=[CH:13][CH:12]=[CH:11][C:10]=1[S:15]([NH:18][C:19]1[CH:28]=[CH:27][C:26]2[CH2:25][CH2:24][CH2:23][CH2:22][C:21]=2[C:20]=1[C:29]([O:31]C)=[O:30])(=[O:17])=[O:16])[CH3:2].[Li+].[I-], predict the reaction product. The product is: [CH2:33]([N:3]([CH2:1][CH3:2])[CH2:4][CH2:5][CH2:6]/[CH:7]=[CH:8]\[C:9]1[CH:14]=[CH:13][CH:12]=[CH:11][C:10]=1[S:15]([NH:18][C:19]1[CH:28]=[CH:27][C:26]2[CH2:25][CH2:24][CH2:23][CH2:22][C:21]=2[C:20]=1[C:29]([OH:31])=[O:30])(=[O:17])=[O:16])[CH3:34]. (3) Given the reactants Cl.[NH2:2][OH:3].[OH-].[Na+].C(O[C:9](=[C:11]([C:14]#[N:15])[C:12]#[N:13])[CH3:10])C, predict the reaction product. The product is: [NH2:13][C:12]1[O:3][N:2]=[C:9]([CH3:10])[C:11]=1[C:14]#[N:15].